Dataset: NCI-60 drug combinations with 297,098 pairs across 59 cell lines. Task: Regression. Given two drug SMILES strings and cell line genomic features, predict the synergy score measuring deviation from expected non-interaction effect. (1) Drug 1: C1=CC(=CC=C1CCC2=CNC3=C2C(=O)NC(=N3)N)C(=O)NC(CCC(=O)O)C(=O)O. Drug 2: C1C(C(OC1N2C=NC(=NC2=O)N)CO)O. Cell line: SNB-75. Synergy scores: CSS=20.0, Synergy_ZIP=2.20, Synergy_Bliss=0.358, Synergy_Loewe=-10.7, Synergy_HSA=-3.00. (2) Drug 2: CC1C(C(CC(O1)OC2CC(OC(C2O)C)OC3=CC4=CC5=C(C(=O)C(C(C5)C(C(=O)C(C(C)O)O)OC)OC6CC(C(C(O6)C)O)OC7CC(C(C(O7)C)O)OC8CC(C(C(O8)C)O)(C)O)C(=C4C(=C3C)O)O)O)O. Cell line: HCT-15. Drug 1: CN1CCC(CC1)COC2=C(C=C3C(=C2)N=CN=C3NC4=C(C=C(C=C4)Br)F)OC. Synergy scores: CSS=7.66, Synergy_ZIP=-4.18, Synergy_Bliss=-0.656, Synergy_Loewe=-0.653, Synergy_HSA=-0.747. (3) Drug 1: CC1OCC2C(O1)C(C(C(O2)OC3C4COC(=O)C4C(C5=CC6=C(C=C35)OCO6)C7=CC(=C(C(=C7)OC)O)OC)O)O. Drug 2: CC1CCCC2(C(O2)CC(NC(=O)CC(C(C(=O)C(C1O)C)(C)C)O)C(=CC3=CSC(=N3)C)C)C. Cell line: SK-MEL-28. Synergy scores: CSS=17.3, Synergy_ZIP=-3.03, Synergy_Bliss=0.607, Synergy_Loewe=-3.82, Synergy_HSA=-2.34. (4) Drug 1: CS(=O)(=O)OCCCCOS(=O)(=O)C. Drug 2: C(CCl)NC(=O)N(CCCl)N=O. Cell line: SK-OV-3. Synergy scores: CSS=-0.149, Synergy_ZIP=-0.0956, Synergy_Bliss=-0.960, Synergy_Loewe=-3.88, Synergy_HSA=-4.18. (5) Drug 1: C1C(C(OC1N2C=C(C(=O)NC2=O)F)CO)O. Drug 2: C1=NC2=C(N1)C(=S)N=CN2. Cell line: SF-268. Synergy scores: CSS=51.2, Synergy_ZIP=-6.69, Synergy_Bliss=-4.54, Synergy_Loewe=-0.0115, Synergy_HSA=0.202.